From a dataset of Forward reaction prediction with 1.9M reactions from USPTO patents (1976-2016). Predict the product of the given reaction. (1) Given the reactants C(OC([N:8]1[CH2:12][C@@H:11]([C:13]2[C:21]3[C:16](=[CH:17][CH:18]=[CH:19][CH:20]=3)[NH:15][CH:14]=2)[C@H:10]([C:22]2[C:32]3=[C:33]4[C:28](=[CH:29][CH:30]=[CH:31]3)[CH2:27][CH2:26][CH2:25][N:24]4[CH:23]=2)[CH2:9]1)=O)(C)(C)C.Cl.O1CCOCC1.CCN(C(C)C)C(C)C.[CH:50]([S:53](Cl)(=[O:55])=[O:54])([CH3:52])[CH3:51], predict the reaction product. The product is: [NH:15]1[C:16]2[C:21](=[CH:20][CH:19]=[CH:18][CH:17]=2)[C:13]([C@@H:11]2[CH2:12][N:8]([S:53]([CH:50]([CH3:52])[CH3:51])(=[O:55])=[O:54])[CH2:9][C@H:10]2[C:22]2[C:32]3=[C:33]4[C:28](=[CH:29][CH:30]=[CH:31]3)[CH2:27][CH2:26][CH2:25][N:24]4[CH:23]=2)=[CH:14]1. (2) Given the reactants [N:1]([C:4]1[CH:13]=[C:12]2[C:7]([C:8]([NH:16][C:17]3[CH:22]=[C:21]([O:23][CH3:24])[CH:20]=[CH:19][C:18]=3[CH3:25])=[C:9]([C:14]#[N:15])[CH:10]=[N:11]2)=[CH:6][C:5]=1[N+:26]([O-])=O)=[N+]=[N-].[H][H], predict the reaction product. The product is: [NH2:26][C:5]1[CH:6]=[C:7]2[C:12](=[CH:13][C:4]=1[NH2:1])[N:11]=[CH:10][C:9]([C:14]#[N:15])=[C:8]2[NH:16][C:17]1[CH:22]=[C:21]([O:23][CH3:24])[CH:20]=[CH:19][C:18]=1[CH3:25].